This data is from Forward reaction prediction with 1.9M reactions from USPTO patents (1976-2016). The task is: Predict the product of the given reaction. (1) The product is: [CH:46]([C:47]1[CH:52]=[CH:51][C:50]([C:53]2[CH:58]=[CH:57][CH:56]=[C:55]([S:59]([C:62]3[CH:63]=[C:64]4[C:69](=[C:70]([CH3:72])[CH:71]=3)[N:68]=[CH:67][C:66]([C:73]([NH2:75])=[O:74])=[C:65]4[NH:76][C:77]3[CH:82]=[CH:81][CH:80]=[C:79]([O:83][CH3:84])[CH:78]=3)(=[O:60])=[O:61])[CH:54]=2)=[CH:49][CH:48]=1)=[O:45]. Given the reactants COC1C=C(NC2C3C(=C(C)C=C(S(C4C=CC=C(C(=O)NCCCCCCCC=O)C=4)(=O)=O)C=3)N=CC=2C(N)=O)C=CC=1.[OH:45][CH2:46][C:47]1[CH:52]=[CH:51][C:50]([C:53]2[CH:58]=[CH:57][CH:56]=[C:55]([S:59]([C:62]3[CH:63]=[C:64]4[C:69](=[C:70]([CH3:72])[CH:71]=3)[N:68]=[CH:67][C:66]([C:73]([NH2:75])=[O:74])=[C:65]4[NH:76][C:77]3[CH:82]=[CH:81][CH:80]=[C:79]([O:83][CH3:84])[CH:78]=3)(=[O:61])=[O:60])[CH:54]=2)=[CH:49][CH:48]=1, predict the reaction product. (2) The product is: [Cl:1][C:2]1[CH:3]=[C:4]([C:9]2[CH:10]=[C:11]3[C:15](=[CH:16][CH:17]=2)[NH:14][C:13]2[C:18]([CH3:22])=[N+:19]([O-:28])[CH:20]=[CH:21][C:12]3=2)[CH:5]=[C:6]([Cl:8])[CH:7]=1. Given the reactants [Cl:1][C:2]1[CH:3]=[C:4]([C:9]2[CH:10]=[C:11]3[C:15](=[CH:16][CH:17]=2)[NH:14][C:13]2[C:18]([CH3:22])=[N:19][CH:20]=[CH:21][C:12]3=2)[CH:5]=[C:6]([Cl:8])[CH:7]=1.ClC1C=C(C=CC=1)C(OO)=[O:28], predict the reaction product. (3) Given the reactants [CH3:1][C:2]1([CH3:18])[C:6](=O)[CH2:5][N:4]([C:8]([O:10][CH2:11][C:12]2[CH:17]=[CH:16][CH:15]=[CH:14][CH:13]=2)=[O:9])[CH2:3]1.C([O-])(=O)C.[Na+].[CH3:24][O:25][NH3+:26].[Cl-], predict the reaction product. The product is: [CH3:24][O:25]/[N:26]=[C:6]1/[C:2]([CH3:18])([CH3:1])[CH2:3][N:4]([C:8]([O:10][CH2:11][C:12]2[CH:17]=[CH:16][CH:15]=[CH:14][CH:13]=2)=[O:9])[CH2:5]/1. (4) Given the reactants [C:1](O[C:1](=[O:4])[CH2:2][CH3:3])(=[O:4])[CH2:2][CH3:3].Cl.[NH2:11][CH2:12][CH:13]1[O:17][C:16](=[O:18])[N:15]([C:19]2[CH:24]=[CH:23][C:22]([N:25]3[CH:30]=[CH:29][C:28](=[O:31])[CH2:27][CH2:26]3)=[C:21]([F:32])[CH:20]=2)[CH2:14]1.N1C=CC=CC=1, predict the reaction product. The product is: [F:32][C:21]1[CH:20]=[C:19]([N:15]2[CH2:14][CH:13]([CH2:12][NH:11][C:1](=[O:4])[CH2:2][CH3:3])[O:17][C:16]2=[O:18])[CH:24]=[CH:23][C:22]=1[N:25]1[CH:26]=[CH:27][C:28](=[O:31])[CH2:29][CH2:30]1. (5) The product is: [CH2:33]([NH:40][C:2]1[N:7]2[N:8]=[CH:9][C:10]([C:11]([O:13][CH2:14][CH3:15])=[O:12])=[C:6]2[N:5]=[CH:4][C:3]=1[C:16]([N:18]1[CH2:23][CH2:22][C:21]2([C:27]3[CH:28]=[CH:29][CH:30]=[C:31]([F:32])[C:26]=3[O:25][CH2:24]2)[CH2:20][CH2:19]1)=[O:17])[C:34]1[CH:39]=[CH:38][CH:37]=[CH:36][CH:35]=1. Given the reactants Cl[C:2]1[N:7]2[N:8]=[CH:9][C:10]([C:11]([O:13][CH2:14][CH3:15])=[O:12])=[C:6]2[N:5]=[CH:4][C:3]=1[C:16]([N:18]1[CH2:23][CH2:22][C:21]2([C:27]3[CH:28]=[CH:29][CH:30]=[C:31]([F:32])[C:26]=3[O:25][CH2:24]2)[CH2:20][CH2:19]1)=[O:17].[CH2:33]([NH2:40])[C:34]1[CH:39]=[CH:38][CH:37]=[CH:36][CH:35]=1, predict the reaction product.